From a dataset of Catalyst prediction with 721,799 reactions and 888 catalyst types from USPTO. Predict which catalyst facilitates the given reaction. (1) Reactant: O[C:2]1[C:14]2[C:13]3[CH:12]=[CH:11][C:10]([C:15]([F:18])([F:17])[F:16])=[CH:9][C:8]=3[NH:7][C:6]=2[C:5]([C:19]#[N:20])=[CH:4][N:3]=1.O=P(Cl)(Cl)[Cl:23].C([O-])(O)=O.[Na+]. The catalyst class is: 25. Product: [Cl:23][C:2]1[C:14]2[C:13]3[CH:12]=[CH:11][C:10]([C:15]([F:18])([F:17])[F:16])=[CH:9][C:8]=3[NH:7][C:6]=2[C:5]([C:19]#[N:20])=[CH:4][N:3]=1. (2) Reactant: [CH:1]1([C:11]([O:13]C)=[O:12])[CH2:6][CH2:5][CH:4]([C:7]([O:9][CH3:10])=[O:8])[CH2:3][CH2:2]1.[OH-].[Ba+2].[OH-]. Product: [CH3:10][O:9][C:7]([CH:4]1[CH2:5][CH2:6][CH:1]([C:11]([OH:13])=[O:12])[CH2:2][CH2:3]1)=[O:8]. The catalyst class is: 24.